This data is from Full USPTO retrosynthesis dataset with 1.9M reactions from patents (1976-2016). The task is: Predict the reactants needed to synthesize the given product. Given the product [CH2:1]([O:3][C:4]1[CH:9]=[C:8]([O:10][C:11]2[CH:16]=[CH:15][C:14]([C:17]([O:26][CH2:27][O:28][CH3:29])([C:18]([F:19])([F:20])[F:21])[C:22]([F:24])([F:25])[F:23])=[CH:13][C:12]=2[CH2:30][CH2:31][CH3:32])[CH:7]=[CH:6][C:5]=1[NH2:33])[CH3:2], predict the reactants needed to synthesize it. The reactants are: [CH2:1]([O:3][C:4]1[CH:9]=[C:8]([O:10][C:11]2[CH:16]=[CH:15][C:14]([C:17]([O:26][CH2:27][O:28][CH3:29])([C:22]([F:25])([F:24])[F:23])[C:18]([F:21])([F:20])[F:19])=[CH:13][C:12]=2[CH2:30][CH2:31][CH3:32])[CH:7]=[CH:6][C:5]=1[N+:33]([O-])=O)[CH3:2].C(ONC1C=CC(OC2C=CC(C(OCOC)(C(F)(F)F)C(F)(F)F)=CC=2CCC)=CC=1)C.